This data is from Full USPTO retrosynthesis dataset with 1.9M reactions from patents (1976-2016). The task is: Predict the reactants needed to synthesize the given product. Given the product [C:15]([NH:1][C:2]1[C:11]2[C:6](=[CH:7][CH:8]=[CH:9][CH:10]=2)[C:5]([C:12]([OH:14])=[O:13])=[CH:4][CH:3]=1)([O:17][C:18]([CH3:21])([CH3:20])[CH3:19])=[O:16], predict the reactants needed to synthesize it. The reactants are: [NH2:1][C:2]1[C:11]2[C:6](=[CH:7][CH:8]=[CH:9][CH:10]=2)[C:5]([C:12]([OH:14])=[O:13])=[CH:4][CH:3]=1.[C:15](O[C:15]([O:17][C:18]([CH3:21])([CH3:20])[CH3:19])=[O:16])([O:17][C:18]([CH3:21])([CH3:20])[CH3:19])=[O:16].C(NC1C=CC(C(O)=O)=CC=1)(OC(C)(C)C)=O.